Dataset: Reaction yield outcomes from USPTO patents with 853,638 reactions. Task: Predict the reaction yield, written as a fraction of the theoretical maximum amount of product (1.0 means a 100% yield; for example, 0.34 means a 34% yield). (1) The reactants are [CH3:1][N:2]([CH3:32])[C:3]([C:5]1[N:26]([CH:27]2[CH2:31][CH2:30][CH2:29][CH2:28]2)[C:8]2[N:9]=[C:10]([NH:13][C:14]3[CH:19]=[CH:18][C:17]([N:20]4[CH2:25][CH2:24][NH:23][CH2:22][CH2:21]4)=[CH:16][N:15]=3)[N:11]=[CH:12][C:7]=2[CH:6]=1)=[O:4].Br[CH2:34][CH2:35][O:36][CH:37]([CH3:39])[CH3:38]. No catalyst specified. The product is [CH3:1][N:2]([CH3:32])[C:3]([C:5]1[N:26]([CH:27]2[CH2:31][CH2:30][CH2:29][CH2:28]2)[C:8]2[N:9]=[C:10]([NH:13][C:14]3[CH:19]=[CH:18][C:17]([N:20]4[CH2:21][CH2:22][N:23]([CH2:34][CH2:35][O:36][CH:37]([CH3:39])[CH3:38])[CH2:24][CH2:25]4)=[CH:16][N:15]=3)[N:11]=[CH:12][C:7]=2[CH:6]=1)=[O:4]. The yield is 0.860. (2) The reactants are [NH2:1][C@@H:2]([CH2:23][CH:24]([CH3:26])[CH3:25])[CH2:3][O:4][C:5]1[CH:6]=[CH:7][C:8]2[C:18]3[C:13](=[C:14]([NH:19]C(=O)C)[N:15]=[CH:16][CH:17]=3)[CH2:12][O:11][C:9]=2[CH:10]=1.[OH-].[K+]. The catalyst is C(O)C.O. The product is [NH2:1][C@@H:2]([CH2:23][CH:24]([CH3:26])[CH3:25])[CH2:3][O:4][C:5]1[CH:6]=[CH:7][C:8]2[C:18]3[C:13](=[C:14]([NH2:19])[N:15]=[CH:16][CH:17]=3)[CH2:12][O:11][C:9]=2[CH:10]=1. The yield is 0.130.